From a dataset of Reaction yield outcomes from USPTO patents with 853,638 reactions. Predict the reaction yield, written as a fraction of the theoretical maximum amount of product (1.0 means a 100% yield; for example, 0.34 means a 34% yield). The reactants are [CH3:1][C:2]([C:5]1[C:10]([C:11]2[CH:16]=[C:15]([O:17][CH3:18])[CH:14]=[CH:13][C:12]=2[F:19])=[CH:9][C:8]([CH2:20][O:21][C:22]2[CH:27]=[CH:26][C:25]([CH2:28][CH2:29][C:30]([O:32]C)=[O:31])=[CH:24][CH:23]=2)=[CH:7][CH:6]=1)([CH3:4])[CH3:3].[OH-].[Li+]. The catalyst is C1COCC1.CCO. The product is [CH3:4][C:2]([C:5]1[C:10]([C:11]2[CH:16]=[C:15]([O:17][CH3:18])[CH:14]=[CH:13][C:12]=2[F:19])=[CH:9][C:8]([CH2:20][O:21][C:22]2[CH:23]=[CH:24][C:25]([CH2:28][CH2:29][C:30]([OH:32])=[O:31])=[CH:26][CH:27]=2)=[CH:7][CH:6]=1)([CH3:1])[CH3:3]. The yield is 0.820.